Dataset: Full USPTO retrosynthesis dataset with 1.9M reactions from patents (1976-2016). Task: Predict the reactants needed to synthesize the given product. (1) Given the product [Br:7][C:8]1[CH:16]=[C:15]2[C:11]([CH2:12][C:13]3([CH2:20][CH2:19][C:18](=[O:22])[CH2:2][CH2:1]3)[C:14]2=[O:17])=[CH:10][CH:9]=1, predict the reactants needed to synthesize it. The reactants are: [CH3:1][C:2](C)([O-])C.[K+].[Br:7][C:8]1[CH:16]=[C:15]2[C:11]([CH2:12][CH2:13][C:14]2=[O:17])=[CH:10][CH:9]=1.[C:18]([O:22]C)(=O)[CH:19]=[CH2:20].[OH-].[K+]. (2) Given the product [C:16]([O:20][C:21]([N:23]1[CH2:28][CH2:27][CH:26]([N:29]([CH:30]2[CH2:31][CH2:32]2)[C:11](=[O:13])[C:10]2[CH:9]=[CH:8][C:7]([C:6]3[N:2]([CH3:1])[CH:3]=[N:4][CH:5]=3)=[CH:15][CH:14]=2)[CH2:25][CH2:24]1)=[O:22])([CH3:19])([CH3:17])[CH3:18], predict the reactants needed to synthesize it. The reactants are: [CH3:1][N:2]1[C:6]([C:7]2[CH:15]=[CH:14][C:10]([C:11]([OH:13])=O)=[CH:9][CH:8]=2)=[CH:5][N:4]=[CH:3]1.[C:16]([O:20][C:21]([N:23]1[CH2:28][CH2:27][CH:26]([NH:29][CH:30]2[CH2:32][CH2:31]2)[CH2:25][CH2:24]1)=[O:22])([CH3:19])([CH3:18])[CH3:17]. (3) Given the product [CH2:10]([C@H:9]([NH:8][C:36]([C:35]1[CH:34]=[C:33]([C:30]([NH2:31])=[O:32])[CH:41]=[C:40]([C:42]([N:43]([CH2:47][CH2:48][CH3:49])[CH2:44][CH2:45][CH3:46])=[O:50])[CH:39]=1)=[O:37])[C@@H:17]([OH:29])[C@H:18]([OH:28])[CH2:19][CH2:20][CH2:21][C:22]1[CH:27]=[CH:26][CH:25]=[CH:24][CH:23]=1)[C:11]1[CH:16]=[CH:15][CH:14]=[CH:13][CH:12]=1, predict the reactants needed to synthesize it. The reactants are: FC(F)(F)C([O-])=O.[NH2:8][C@H:9]([C@@H:17]([OH:29])[C@H:18]([OH:28])[CH2:19][CH2:20][CH2:21][C:22]1[CH:27]=[CH:26][CH:25]=[CH:24][CH:23]=1)[CH2:10][C:11]1[CH:16]=[CH:15][CH:14]=[CH:13][CH:12]=1.[C:30]([C:33]1[CH:34]=[C:35]([CH:39]=[C:40]([C:42](=[O:50])[N:43]([CH2:47][CH2:48][CH3:49])[CH2:44][CH2:45][CH3:46])[CH:41]=1)[C:36](O)=[O:37])(=[O:32])[NH2:31].CCN(C(C)C)C(C)C. (4) The reactants are: [CH3:1][O:2][C:3](=[O:31])[NH:4][CH:5]([C:9]([N:11]1[CH:18]([C:19]2[NH:20][C:21]([C:24]3[CH:29]=[CH:28][C:27](Br)=[CH:26][CH:25]=3)=[CH:22][N:23]=2)[CH2:17][C:13]2([CH2:16][CH2:15][CH2:14]2)[O:12]1)=[O:10])[CH:6]([CH3:8])[CH3:7].[B:32]1([B:32]2[O:36][C:35]([CH3:38])([CH3:37])[C:34]([CH3:40])([CH3:39])[O:33]2)[O:36][C:35]([CH3:38])([CH3:37])[C:34]([CH3:40])([CH3:39])[O:33]1.C([O-])(=O)C.[K+]. Given the product [CH3:1][O:2][C:3](=[O:31])[NH:4][CH:5]([C:9]([N:11]1[CH:18]([C:19]2[NH:20][C:21]([C:24]3[CH:29]=[CH:28][C:27]([B:32]4[O:36][C:35]([CH3:38])([CH3:37])[C:34]([CH3:40])([CH3:39])[O:33]4)=[CH:26][CH:25]=3)=[CH:22][N:23]=2)[CH2:17][C:13]2([CH2:16][CH2:15][CH2:14]2)[O:12]1)=[O:10])[CH:6]([CH3:8])[CH3:7], predict the reactants needed to synthesize it. (5) Given the product [CH3:1][C:2]1[CH:7]=[CH:6][CH:5]=[CH:4][C:3]=1[NH:8][C:9]([NH:11][C:12]1[CH:13]=[CH:14][C:15]([NH:18][C:19](=[O:42])[CH:20]([C:36]2[CH:41]=[CH:40][CH:39]=[CH:38][CH:37]=2)[CH2:21][C:22]([NH:24][C:25]2[CH:26]=[CH:27][C:28]([C:29]([OH:31])=[O:30])=[CH:34][CH:35]=2)=[O:23])=[CH:16][CH:17]=1)=[O:10], predict the reactants needed to synthesize it. The reactants are: [CH3:1][C:2]1[CH:7]=[CH:6][CH:5]=[CH:4][C:3]=1[NH:8][C:9]([NH:11][C:12]1[CH:17]=[CH:16][C:15]([NH:18][C:19](=[O:42])[CH:20]([C:36]2[CH:41]=[CH:40][CH:39]=[CH:38][CH:37]=2)[CH2:21][C:22]([NH:24][C:25]2[CH:35]=[CH:34][C:28]([C:29]([O:31]CC)=[O:30])=[CH:27][CH:26]=2)=[O:23])=[CH:14][CH:13]=1)=[O:10].C1COCC1.[Li+].[OH-]. (6) The reactants are: [C:1]([C:5]1[S:6][CH:7]=[C:8]([CH2:10]P(=O)(OCC)OCC)[N:9]=1)([CH3:4])([CH3:3])[CH3:2].[H-].[Na+].[CH3:21][O:22][CH2:23][O:24][C:25]1[C:29]([CH:30]=O)=[CH:28][N:27]([C:32]2[CH:37]=[CH:36][CH:35]=[CH:34][CH:33]=2)[N:26]=1.O. Given the product [C:1]([C:5]1[S:6][CH:7]=[C:8](/[CH:10]=[CH:30]/[C:29]2[C:25]([O:24][CH2:23][O:22][CH3:21])=[N:26][N:27]([C:32]3[CH:37]=[CH:36][CH:35]=[CH:34][CH:33]=3)[CH:28]=2)[N:9]=1)([CH3:2])([CH3:3])[CH3:4], predict the reactants needed to synthesize it. (7) Given the product [F:1][C:2]1[CH:9]=[C:8]([F:10])[CH:7]=[C:6]([O:11][CH3:12])[C:3]=1[C:4]#[N:13], predict the reactants needed to synthesize it. The reactants are: [F:1][C:2]1[CH:9]=[C:8]([F:10])[CH:7]=[C:6]([O:11][CH3:12])[C:3]=1[CH:4]=O.[NH2:13]OS(O)(=O)=O. (8) Given the product [F:12][C:9]1[CH:10]=[CH:11][C:2]([CH3:14])=[C:3]2[C:8]=1[CH:7]=[N:6][C:5]([OH:13])=[CH:4]2, predict the reactants needed to synthesize it. The reactants are: Br[C:2]1[CH:11]=[CH:10][C:9]([F:12])=[C:8]2[C:3]=1[CH:4]=[C:5]([OH:13])[N:6]=[CH:7]2.[CH3:14][Zn]C.C1(C)C=CC=CC=1.[NH4+].[Cl-].